This data is from Experimentally validated miRNA-target interactions with 360,000+ pairs, plus equal number of negative samples. The task is: Binary Classification. Given a miRNA mature sequence and a target amino acid sequence, predict their likelihood of interaction. (1) The miRNA is hsa-miR-5583-5p with sequence AAACUAAUAUACCCAUAUUCUG. The protein sequence of the target gene is MLKCVMSGSQVKVFGKAVQALSRISDEFWLDPSKKGLALRCVNSSRSAYGCVLFSPVFFQHYQWSALVKMSENELDTTLHLKCKLGMKSILPIFRCLNSLERNIEKCRIFTRSDKCKVVIQFFYRHGIKRTHNICFQESQPLQVIFDKNVCTNTLMIQPRLLADAIVLFTSSQEEVTLAVTPLNFCLKSSNEESMDLSNAVHSEMFVGSDEFDFFQIGMDTEITFCFKELKGILTFSEATHAPISIYFDFPGKPLALSIDDMLVEANFILATLADEQSRASSPQSLCLSQKRKRSDLIEK.... Result: 0 (no interaction). (2) The miRNA is hsa-miR-6881-3p with sequence AUCCUCUUUCGUCCUUCCCACU. The protein sequence of the target gene is MSGQVGDLSPSQEKSLAQFRENIQDVLSALPNPDDYFLLRWLQARSFDLQKSEDMLRKHMEFRKQQDLANILAWQPPEVVRLYNANGICGHDGEGSPVWYHIVGSLDPKGLLLSASKQELLRDSFRSCELLLRECELQSQKLGKRVEKIIAIFGLEGLGLRDLWKPGIELLQEFFSALEANYPEILKSLIVVRAPKLFAVAFNLVKSYMSEETRRKVVILGDNWKQELTKFISPDQLPVEFGGTMTDPDGNPKCLTKINYGGEVPKSYYLCKQVRLQYEHTRSVGRGSSLQVENEILFPG.... Result: 1 (interaction).